Task: Predict the product of the given reaction.. Dataset: Forward reaction prediction with 1.9M reactions from USPTO patents (1976-2016) (1) Given the reactants C([O:3][C:4]([C:6]1[CH:7]=[N:8][C:9]2[C:14]([CH:15]=1)=[CH:13][CH:12]=[C:11]([NH:16][C:17](=[O:34])[C:18]1[CH:23]=[CH:22][CH:21]=[CH:20][C:19]=1[C:24]1[CH:29]=[CH:28][C:27]([C:30]([F:33])([F:32])[F:31])=[CH:26][N:25]=1)[CH:10]=2)=[O:5])C.O.[OH-].[Li+], predict the reaction product. The product is: [F:33][C:30]([F:31])([F:32])[C:27]1[CH:28]=[CH:29][C:24]([C:19]2[CH:20]=[CH:21][CH:22]=[CH:23][C:18]=2[C:17]([NH:16][C:11]2[CH:10]=[C:9]3[C:14]([CH:15]=[C:6]([C:4]([OH:5])=[O:3])[CH:7]=[N:8]3)=[CH:13][CH:12]=2)=[O:34])=[N:25][CH:26]=1. (2) Given the reactants [CH3:1][N:2]1[C:7](=S)[CH2:6][O:5][C:4]2[N:9]=[C:10]([C:19]3[CH:24]=[CH:23][C:22]([C:25]4([NH:29][C:30](=[O:36])[O:31][C:32]([CH3:35])([CH3:34])[CH3:33])[CH2:28][CH2:27][CH2:26]4)=[CH:21][CH:20]=3)[C:11]([C:13]3[CH:18]=[CH:17][CH:16]=[CH:15][CH:14]=3)=[CH:12][C:3]1=2.[CH3:37][O:38][NH3+:39].[Cl-], predict the reaction product. The product is: [CH3:37][O:38][N:39]=[C:7]1[CH2:6][O:5][C:4]2[N:9]=[C:10]([C:19]3[CH:24]=[CH:23][C:22]([C:25]4([NH:29][C:30](=[O:36])[O:31][C:32]([CH3:35])([CH3:34])[CH3:33])[CH2:28][CH2:27][CH2:26]4)=[CH:21][CH:20]=3)[C:11]([C:13]3[CH:14]=[CH:15][CH:16]=[CH:17][CH:18]=3)=[CH:12][C:3]=2[N:2]1[CH3:1].